From a dataset of NCI-60 drug combinations with 297,098 pairs across 59 cell lines. Regression. Given two drug SMILES strings and cell line genomic features, predict the synergy score measuring deviation from expected non-interaction effect. (1) Cell line: IGROV1. Drug 2: CC1=C(C(=O)C2=C(C1=O)N3CC4C(C3(C2COC(=O)N)OC)N4)N. Drug 1: CC1=CC2C(CCC3(C2CCC3(C(=O)C)OC(=O)C)C)C4(C1=CC(=O)CC4)C. Synergy scores: CSS=25.1, Synergy_ZIP=6.56, Synergy_Bliss=11.7, Synergy_Loewe=-10.2, Synergy_HSA=10.2. (2) Cell line: HCT-15. Drug 2: CC(C)(C#N)C1=CC(=CC(=C1)CN2C=NC=N2)C(C)(C)C#N. Synergy scores: CSS=6.67, Synergy_ZIP=-3.72, Synergy_Bliss=-3.08, Synergy_Loewe=-4.04, Synergy_HSA=-3.65. Drug 1: CN1CCC(CC1)COC2=C(C=C3C(=C2)N=CN=C3NC4=C(C=C(C=C4)Br)F)OC. (3) Drug 1: CC1C(C(CC(O1)OC2CC(OC(C2O)C)OC3=CC4=CC5=C(C(=O)C(C(C5)C(C(=O)C(C(C)O)O)OC)OC6CC(C(C(O6)C)O)OC7CC(C(C(O7)C)O)OC8CC(C(C(O8)C)O)(C)O)C(=C4C(=C3C)O)O)O)O. Drug 2: COC1=C2C(=CC3=C1OC=C3)C=CC(=O)O2. Cell line: HL-60(TB). Synergy scores: CSS=63.5, Synergy_ZIP=1.38, Synergy_Bliss=-0.584, Synergy_Loewe=-14.8, Synergy_HSA=-5.78. (4) Drug 1: COC1=C(C=C2C(=C1)N=CN=C2NC3=CC(=C(C=C3)F)Cl)OCCCN4CCOCC4. Drug 2: COCCOC1=C(C=C2C(=C1)C(=NC=N2)NC3=CC=CC(=C3)C#C)OCCOC.Cl. Cell line: SNB-75. Synergy scores: CSS=33.6, Synergy_ZIP=-8.15, Synergy_Bliss=1.43, Synergy_Loewe=4.56, Synergy_HSA=5.15. (5) Drug 1: CCC1=C2CN3C(=CC4=C(C3=O)COC(=O)C4(CC)O)C2=NC5=C1C=C(C=C5)O. Drug 2: C1C(C(OC1N2C=NC3=C2NC=NCC3O)CO)O. Cell line: DU-145. Synergy scores: CSS=59.4, Synergy_ZIP=-0.626, Synergy_Bliss=0.542, Synergy_Loewe=-31.6, Synergy_HSA=2.33. (6) Drug 1: CC12CCC(CC1=CCC3C2CCC4(C3CC=C4C5=CN=CC=C5)C)O. Drug 2: CC(C)(C#N)C1=CC(=CC(=C1)CN2C=NC=N2)C(C)(C)C#N. Cell line: UACC-257. Synergy scores: CSS=6.24, Synergy_ZIP=-0.994, Synergy_Bliss=1.74, Synergy_Loewe=1.79, Synergy_HSA=0.719. (7) Drug 1: CC12CCC(CC1=CCC3C2CCC4(C3CC=C4C5=CN=CC=C5)C)O. Drug 2: CCCS(=O)(=O)NC1=C(C(=C(C=C1)F)C(=O)C2=CNC3=C2C=C(C=N3)C4=CC=C(C=C4)Cl)F. Cell line: OVCAR-8. Synergy scores: CSS=-6.64, Synergy_ZIP=5.81, Synergy_Bliss=-1.31, Synergy_Loewe=-6.65, Synergy_HSA=-4.14. (8) Drug 1: CCC1=CC2CC(C3=C(CN(C2)C1)C4=CC=CC=C4N3)(C5=C(C=C6C(=C5)C78CCN9C7C(C=CC9)(C(C(C8N6C)(C(=O)OC)O)OC(=O)C)CC)OC)C(=O)OC.C(C(C(=O)O)O)(C(=O)O)O. Drug 2: CC(C)CN1C=NC2=C1C3=CC=CC=C3N=C2N. Cell line: SW-620. Synergy scores: CSS=51.3, Synergy_ZIP=-0.761, Synergy_Bliss=-1.25, Synergy_Loewe=-18.0, Synergy_HSA=-2.27. (9) Drug 1: CC1C(C(=O)NC(C(=O)N2CCCC2C(=O)N(CC(=O)N(C(C(=O)O1)C(C)C)C)C)C(C)C)NC(=O)C3=C4C(=C(C=C3)C)OC5=C(C(=O)C(=C(C5=N4)C(=O)NC6C(OC(=O)C(N(C(=O)CN(C(=O)C7CCCN7C(=O)C(NC6=O)C(C)C)C)C)C(C)C)C)N)C. Drug 2: CS(=O)(=O)CCNCC1=CC=C(O1)C2=CC3=C(C=C2)N=CN=C3NC4=CC(=C(C=C4)OCC5=CC(=CC=C5)F)Cl. Cell line: UO-31. Synergy scores: CSS=23.3, Synergy_ZIP=0.705, Synergy_Bliss=4.96, Synergy_Loewe=4.98, Synergy_HSA=5.23. (10) Drug 1: COC1=NC(=NC2=C1N=CN2C3C(C(C(O3)CO)O)O)N. Drug 2: CC1C(C(CC(O1)OC2CC(CC3=C2C(=C4C(=C3O)C(=O)C5=CC=CC=C5C4=O)O)(C(=O)C)O)N)O. Synergy scores: CSS=45.2, Synergy_ZIP=0.0674, Synergy_Bliss=3.03, Synergy_Loewe=-7.37, Synergy_HSA=4.14. Cell line: NCI-H522.